From a dataset of Reaction yield outcomes from USPTO patents with 853,638 reactions. Predict the reaction yield, written as a fraction of the theoretical maximum amount of product (1.0 means a 100% yield; for example, 0.34 means a 34% yield). (1) The reactants are [N:1]1[CH:6]=[CH:5][CH:4]=[CH:3][C:2]=1[C:7]1[N:8]=[C:9]([OH:16])[C:10]2[S:15][CH:14]=[CH:13][C:11]=2[N:12]=1.O[C@@H:18]1[CH2:22][N:21]([C:23]([O:25][C:26]([CH3:29])([CH3:28])[CH3:27])=[O:24])[C@H:20]([C:30]([O:32][CH3:33])=[O:31])[CH2:19]1.C1(P(C2C=CC=CC=2)C2C=CC=CC=2)C=CC=CC=1.CC(OC(/N=N/C(OC(C)C)=O)=O)C. The catalyst is O1CCCC1. The product is [N:1]1[CH:6]=[CH:5][CH:4]=[CH:3][C:2]=1[C:7]1[N:8]=[C:9]([O:16][C@H:18]2[CH2:22][N:21]([C:23]([O:25][C:26]([CH3:29])([CH3:28])[CH3:27])=[O:24])[C@H:20]([C:30]([O:32][CH3:33])=[O:31])[CH2:19]2)[C:10]2[S:15][CH:14]=[CH:13][C:11]=2[N:12]=1. The yield is 0.690. (2) The reactants are Cl[CH2:2][C:3]1[N:7]([CH3:8])[N:6]=[CH:5][C:4]=1[N+:9]([O-:11])=[O:10].[Li+].[Br-:13]. No catalyst specified. The product is [Br:13][CH2:2][C:3]1[N:7]([CH3:8])[N:6]=[CH:5][C:4]=1[N+:9]([O-:11])=[O:10]. The yield is 0.700. (3) The reactants are [NH2:1][C:2]1[CH:10]=[C:9]([O:11][CH3:12])[CH:8]=[C:7]([O:13][CH3:14])[C:3]=1[C:4]([NH2:6])=[O:5].[CH3:15][O:16][C:17]1[CH:24]=[CH:23][C:20]([CH:21]=O)=[CH:19][C:18]=1[CH2:25][N:26]1[CH2:31][CH2:30][O:29][CH2:28][CH2:27]1.COC1C=C(OC)C=C2C=1C(=O)NC(C1C=CC=CN=1)=N2. No catalyst specified. The product is [CH3:14][O:13][C:7]1[CH:8]=[C:9]([O:11][CH3:12])[CH:10]=[C:2]2[C:3]=1[C:4](=[O:5])[NH:6][C:21]([C:20]1[CH:23]=[CH:24][C:17]([O:16][CH3:15])=[C:18]([CH2:25][N:26]3[CH2:31][CH2:30][O:29][CH2:28][CH2:27]3)[CH:19]=1)=[N:1]2. The yield is 0.280. (4) The reactants are [NH2:1][C:2]1[CH:7]=[C:6]([C:8]([F:11])([F:10])[F:9])[CH:5]=[CH:4][C:3]=1[C:12]1[NH:13][C:14]([NH:17][C:18]2[CH:26]=[CH:25][C:21]3[O:22][CH2:23][O:24][C:20]=3[CH:19]=2)=[N:15][N:16]=1.[N:27]1[CH:32]=[CH:31][C:30]([CH:33]=O)=[CH:29][CH:28]=1.C(O[BH-](OC(=O)C)OC(=O)C)(=O)C.[Na+].C(O)(=O)C. The catalyst is ClC(Cl)C. The product is [O:22]1[C:21]2[CH:25]=[CH:26][C:18]([NH:17][C:14]3[NH:13][C:12]([C:3]4[CH:4]=[CH:5][C:6]([C:8]([F:10])([F:11])[F:9])=[CH:7][C:2]=4[NH:1][CH2:33][C:30]4[CH:31]=[CH:32][N:27]=[CH:28][CH:29]=4)=[N:16][N:15]=3)=[CH:19][C:20]=2[O:24][CH2:23]1. The yield is 0.423. (5) The reactants are [CH:1]([N:4]([CH:18]([CH3:20])[CH3:19])[C:5]([N:7]1[C:11]2[CH:12]=[C:13]([CH3:17])[C:14]([CH3:16])=[CH:15][C:10]=2[N:9]=[CH:8]1)=[O:6])([CH3:3])[CH3:2].[Li]CCCC.Cl[P:27]([C:38]12[CH2:47][CH:42]3[CH2:43][CH:44]([CH2:46][CH:40]([CH2:41]3)[CH2:39]1)[CH2:45]2)[C:28]12[CH2:37][CH:32]3[CH2:33][CH:34]([CH2:36][CH:30]([CH2:31]3)[CH2:29]1)[CH2:35]2. The catalyst is C1COCC1.C1(C)C=CC=CC=1.CO. The product is [C:28]12([P:27]([C:38]34[CH2:39][CH:40]5[CH2:41][CH:42]([CH2:43][CH:44]([CH2:46]5)[CH2:45]3)[CH2:47]4)[C:8]3[N:7]([C:5]([N:4]([CH:1]([CH3:3])[CH3:2])[CH:18]([CH3:20])[CH3:19])=[O:6])[C:11]4[CH:12]=[C:13]([CH3:17])[C:14]([CH3:16])=[CH:15][C:10]=4[N:9]=3)[CH2:29][CH:30]3[CH2:36][CH:34]([CH2:33][CH:32]([CH2:31]3)[CH2:37]1)[CH2:35]2. The yield is 0.190. (6) The reactants are [CH3:1][C:2]1([CH3:20])[CH2:6][C:5]2[C:7]([CH3:19])=[C:8]([N:13]3[CH2:18][CH2:17][NH:16][CH2:15][CH2:14]3)[C:9]([CH3:12])=[C:10]([CH3:11])[C:4]=2[O:3]1.Br[C:22]1[CH:27]=[CH:26][C:25]([Cl:28])=[C:24]([CH3:29])[CH:23]=1. No catalyst specified. The product is [Cl:28][C:25]1[CH:26]=[CH:27][C:22]([N:16]2[CH2:15][CH2:14][N:13]([C:8]3[C:9]([CH3:12])=[C:10]([CH3:11])[C:4]4[O:3][C:2]([CH3:20])([CH3:1])[CH2:6][C:5]=4[C:7]=3[CH3:19])[CH2:18][CH2:17]2)=[CH:23][C:24]=1[CH3:29]. The yield is 0.150.